This data is from Forward reaction prediction with 1.9M reactions from USPTO patents (1976-2016). The task is: Predict the product of the given reaction. Given the reactants [CH3:1][Si:2]([CH3:27])([CH3:26])[C:3]1[S:4][C:5]([C:8]23[CH2:15][N:14]([C:16]([O:18][CH2:19][C:20]4[CH:25]=[CH:24][CH:23]=[CH:22][CH:21]=4)=[O:17])[CH2:13][C@@H:12]2[CH2:11][O:10][NH:9]3)=[CH:6][N:7]=1.[C:28]([N:36]=[C:37]=[S:38])(=[O:35])[C:29]1[CH:34]=[CH:33][CH:32]=[CH:31][CH:30]=1, predict the reaction product. The product is: [C:28]([NH:36][C:37]([N:9]1[C:8]2([C:5]3[S:4][C:3]([Si:2]([CH3:27])([CH3:26])[CH3:1])=[N:7][CH:6]=3)[CH2:15][N:14]([C:16]([O:18][CH2:19][C:20]3[CH:25]=[CH:24][CH:23]=[CH:22][CH:21]=3)=[O:17])[CH2:13][CH:12]2[CH2:11][O:10]1)=[S:38])(=[O:35])[C:29]1[CH:34]=[CH:33][CH:32]=[CH:31][CH:30]=1.